Predict the reaction yield, written as a fraction of the theoretical maximum amount of product (1.0 means a 100% yield; for example, 0.34 means a 34% yield). From a dataset of Reaction yield outcomes from USPTO patents with 853,638 reactions. (1) The reactants are [CH:1]([NH:4][C:5]([C:7]1[C:15]2[C:10](=[N:11][CH:12]=[C:13]([C:16]3[C:24]4[CH2:23][CH2:22][C:21]([CH3:26])([CH3:25])[CH2:20][C:19]=4[N:18]([CH3:27])[N:17]=3)[N:14]=2)[N:9](COCC[Si](C)(C)C)[CH:8]=1)=[O:6])([CH3:3])[CH3:2].C(O)(C(F)(F)F)=O. The catalyst is ClCCl. The product is [CH:1]([NH:4][C:5]([C:7]1[C:15]2[C:10](=[N:11][CH:12]=[C:13]([C:16]3[C:24]4[CH2:23][CH2:22][C:21]([CH3:25])([CH3:26])[CH2:20][C:19]=4[N:18]([CH3:27])[N:17]=3)[N:14]=2)[NH:9][CH:8]=1)=[O:6])([CH3:3])[CH3:2]. The yield is 0.810. (2) The reactants are [CH3:1][N:2]1[CH2:7][CH2:6][N:5]([C:8]2[C:13]([N+:14]([O-])=O)=[CH:12][N:11]=[CH:10][C:9]=2[CH3:17])[CH2:4][CH2:3]1. The catalyst is CO.[Pd]. The product is [CH3:17][C:9]1[C:8]([N:5]2[CH2:6][CH2:7][N:2]([CH3:1])[CH2:3][CH2:4]2)=[C:13]([NH2:14])[CH:12]=[N:11][CH:10]=1. The yield is 0.960. (3) The reactants are [NH2:1][C:2]1[CH:3]=[C:4]([CH2:16][CH2:17][C:18]2[CH:19]=[C:20]([NH:24][C:25](=[O:31])[O:26][C:27]([CH3:30])([CH3:29])[CH3:28])[CH:21]=[CH:22][CH:23]=2)[CH:5]=[C:6]([S:8]([NH:11][C:12]([CH3:15])([CH3:14])[CH3:13])(=[O:10])=[O:9])[CH:7]=1.[Br:32][C:33]1[C:34](Cl)=[N:35][C:36]([Cl:39])=[N:37][CH:38]=1. No catalyst specified. The yield is 0.440. The product is [Br:32][C:33]1[C:34]([NH:1][C:2]2[CH:3]=[C:4]([CH2:16][CH2:17][C:18]3[CH:19]=[C:20]([NH:24][C:25](=[O:31])[O:26][C:27]([CH3:30])([CH3:29])[CH3:28])[CH:21]=[CH:22][CH:23]=3)[CH:5]=[C:6]([S:8]([NH:11][C:12]([CH3:14])([CH3:15])[CH3:13])(=[O:10])=[O:9])[CH:7]=2)=[N:35][C:36]([Cl:39])=[N:37][CH:38]=1. (4) The product is [CH2:1]([O:3][C:4](=[O:14])[C:5]1[CH:10]=[CH:9][C:8]([NH:11][CH:25]=[C:20]2[C:21](=[O:22])[O:23][C:16]([CH3:24])([CH3:15])[O:17][C:18]2=[O:19])=[CH:7][C:6]=1[O:12][CH3:13])[CH3:2]. The yield is 0.810. The catalyst is CC(O)C. The reactants are [CH2:1]([O:3][C:4](=[O:14])[C:5]1[CH:10]=[CH:9][C:8]([NH2:11])=[CH:7][C:6]=1[O:12][CH3:13])[CH3:2].[CH3:15][C:16]1([CH3:24])[O:23][C:21](=[O:22])[CH2:20][C:18](=[O:19])[O:17]1.[CH:25]([O-])([O-])OCC. (5) The yield is 0.860. The catalyst is C(#N)C.C(O)(=O)C. The product is [CH2:30]([N:37]([CH2:28][C:17]1[C:16]([Cl:15])=[N:21][C:20]([N:22]([CH2:24][CH:25]2[CH2:26][CH2:27]2)[CH3:23])=[CH:19][N:18]=1)[CH2:38][CH2:39][OH:40])[C:31]1[CH:36]=[CH:35][CH:34]=[CH:33][CH:32]=1. The reactants are C(O[BH-](OC(=O)C)OC(=O)C)(=O)C.[Na+].[Cl:15][C:16]1[C:17]([CH:28]=O)=[N:18][CH:19]=[C:20]([N:22]([CH2:24][CH:25]2[CH2:27][CH2:26]2)[CH3:23])[N:21]=1.[CH2:30]([NH:37][CH2:38][CH2:39][OH:40])[C:31]1[CH:36]=[CH:35][CH:34]=[CH:33][CH:32]=1.C(=O)([O-])O.[Na+]. (6) The reactants are [O:1]1[C:5]2[CH:6]=[CH:7][C:8]([C:10]3([C:13]([NH:15][C:16]4[CH:17]=[CH:18][C:19]([CH2:33][C:34]#[N:35])=[C:20]([C:22]5[CH:27]=[CH:26][C:25]([C:28]([N:30]([CH3:32])[CH3:31])=[O:29])=[CH:24][CH:23]=5)[CH:21]=4)=[O:14])[CH2:12][CH2:11]3)=[CH:9][C:4]=2[O:3][CH2:2]1.[N-:36]=[N+:37]=[N-:38].[Na+].[Cl-].[NH4+]. The catalyst is CN(C)C=O. The product is [NH:36]1[C:34]([CH2:33][C:19]2[CH:18]=[CH:17][C:16]([NH:15][C:13]([C:10]3([C:8]4[CH:7]=[CH:6][C:5]5[O:1][CH2:2][O:3][C:4]=5[CH:9]=4)[CH2:11][CH2:12]3)=[O:14])=[CH:21][C:20]=2[C:22]2[CH:27]=[CH:26][C:25]([C:28]([N:30]([CH3:32])[CH3:31])=[O:29])=[CH:24][CH:23]=2)=[N:35][N:38]=[N:37]1. The yield is 0.260. (7) The reactants are [NH2:1][C:2]1[CH:7]=[C:6]([O:8][CH3:9])[CH:5]=[CH:4][C:3]=1[C:10](=[O:12])[CH3:11].[N:13]([O-])=O.[Na+]. The catalyst is Cl.O. The product is [CH3:9][O:8][C:6]1[CH:7]=[C:2]2[C:3]([C:10]([OH:12])=[CH:11][N:13]=[N:1]2)=[CH:4][CH:5]=1. The yield is 0.128.